Dataset: Drug-target binding data from BindingDB using Ki measurements. Task: Regression. Given a target protein amino acid sequence and a drug SMILES string, predict the binding affinity score between them. We predict pKi (pKi = -log10(Ki in M); higher means stronger inhibition). Dataset: bindingdb_ki. (1) The drug is NCCc1ccc(O)cc1. The target is MLLARMKPQVQPELGGADQ. The pKi is 7.1. (2) The small molecule is Nc1c(S(=O)(=O)[O-])cc(Nc2ccc(Nc3nc(Cl)nc(Nc4cccc(S(=O)(=O)[O-])c4)n3)c(S(=O)(=O)[O-])c2)c2c1C(=O)c1ccccc1C2=O. The target protein (P28329) has sequence MGLRTAKKRGLGGGGKWKREEGGGTRGRREVRPACFLQSGGRGDPGDVGGPAGNPGCSPHPRAATRPPPLPAHTPAHTPEWCGAASAEAAEPRRAGPHLCIPAPGLTKTPILEKVPRKMAAKTPSSEESGLPKLPVPPLQQTLATYLQCMRHLVSEEQFRKSQAIVQQFGAPGGLGETLQQKLLERQEKTANWVSEYWLNDMYLNNRLALPVNSSPAVIFARQHFPGTDDQLRFAASLISGVLSYKALLDSHSIPTDCAKGQLSGQPLCMKQYYGLFSSYRLPGHTQDTLVAQNSSIMPEPEHVIVACCNQFFVLDVVINFRRLSEGDLFTQLRKIVKMASNEDERLPPIGLLTSDGRSEWAEARTVLVKDSTNRDSLDMIERCICLVCLDAPGGVELSDTHRALQLLHGGGYSKNGANRWYDKSLQFVVGRDGTCGVVCEHSPFDGIVLVQCTEHLLKHVTQSSRKLIRADSVSELPAPRRLRWKCSPEIQGHLASSAE.... The pKi is 6.1.